Predict the product of the given reaction. From a dataset of Forward reaction prediction with 1.9M reactions from USPTO patents (1976-2016). (1) The product is: [Cl:9][C:10]1[N:18]=[C:17]2[C:13]([N:14]=[CH:15][N:16]2[CH2:7][CH:4]2[CH2:5][CH2:6][O:1][CH2:2][CH2:3]2)=[C:12]([Cl:19])[N:11]=1. Given the reactants [O:1]1[CH2:6][CH2:5][CH:4]([CH2:7]O)[CH2:3][CH2:2]1.[Cl:9][C:10]1[N:18]=[C:17]2[C:13]([NH:14][CH:15]=[N:16]2)=[C:12]([Cl:19])[N:11]=1.C1(P(C2C=CC=CC=2)C2C=CC=CC=2)C=CC=CC=1.N(C(OC(C)C)=O)=NC(OC(C)C)=O, predict the reaction product. (2) Given the reactants [OH:1][C:2]1[CH:7]=[CH:6][C:5]([CH2:8][C:9]([O:11][CH3:12])=[O:10])=[CH:4][CH:3]=1.C(=O)([O-])[O-].[Cs+].[Cs+].[CH2:19](Br)[C:20]1[CH:25]=[CH:24][CH:23]=[CH:22][CH:21]=1, predict the reaction product. The product is: [CH3:12][O:11][C:9](=[O:10])[CH2:8][C:5]1[CH:4]=[CH:3][C:2]([O:1][CH2:19][C:20]2[CH:25]=[CH:24][CH:23]=[CH:22][CH:21]=2)=[CH:7][CH:6]=1.